From a dataset of Full USPTO retrosynthesis dataset with 1.9M reactions from patents (1976-2016). Predict the reactants needed to synthesize the given product. (1) Given the product [Cl:13][C:9]1[CH:8]=[C:7]([C:6]2[S:5][C:4]([C:14]([O:16][CH2:17][CH3:18])=[O:15])=[CH:3][C:2]=2[C:25]2[CH:24]=[CH:23][CH:22]=[C:21]([C:19]#[N:20])[CH:26]=2)[CH:12]=[CH:11][CH:10]=1, predict the reactants needed to synthesize it. The reactants are: Br[C:2]1[CH:3]=[C:4]([C:14]([O:16][CH2:17][CH3:18])=[O:15])[S:5][C:6]=1[C:7]1[CH:12]=[CH:11][CH:10]=[C:9]([Cl:13])[CH:8]=1.[C:19]([C:21]1[CH:22]=[C:23](B(O)O)[CH:24]=[CH:25][CH:26]=1)#[N:20].C(=O)([O-])[O-].[Cs+].[Cs+].C1(P(C2CCCCC2)C2C=CC=CC=2C2C(C(C)C)=CC(C(C)C)=CC=2C(C)C)CCCCC1. (2) The reactants are: [Cl:1][C:2]1[CH:3]=[CH:4][CH:5]=[C:6]2[C:11]=1[N:10]=[N:9][C:8](C1C=CC=CC=1)=[C:7]2[C:18]1[CH:19]=[C:20]([OH:24])[CH:21]=[CH:22][CH:23]=1.[F:25][C:26]([F:36])([F:35])[C:27]1[CH:28]=[C:29]([CH:32]=[CH:33][CH:34]=1)[CH2:30]Br. Given the product [CH2:7]([C:8]1[N:9]=[N:10][C:11]2[C:6]([C:7]=1[C:18]1[CH:23]=[CH:22][CH:21]=[C:20]([O:24][CH2:30][C:29]3[CH:32]=[CH:33][CH:34]=[C:27]([C:26]([F:36])([F:35])[F:25])[CH:28]=3)[CH:19]=1)=[CH:5][CH:4]=[CH:3][C:2]=2[Cl:1])[C:6]1[CH:11]=[CH:2][CH:3]=[CH:4][CH:5]=1, predict the reactants needed to synthesize it.